This data is from Full USPTO retrosynthesis dataset with 1.9M reactions from patents (1976-2016). The task is: Predict the reactants needed to synthesize the given product. (1) Given the product [CH3:16][C:17]1[CH:22]=[CH:21][CH:20]=[CH:19][C:18]=1[NH:23][C:24](=[O:25])[NH:11][C:10]1[CH:9]=[CH:8][C:5]([CH2:6][OH:7])=[CH:4][C:3]=1[O:2][CH3:1], predict the reactants needed to synthesize it. The reactants are: [CH3:1][O:2][C:3]1[CH:4]=[C:5]([CH:8]=[CH:9][C:10]=1[N+:11]([O-])=O)[CH2:6][OH:7].[H][H].[CH3:16][C:17]1[CH:22]=[CH:21][CH:20]=[CH:19][C:18]=1[N:23]=[C:24]=[O:25]. (2) Given the product [C:33]([O:37][C:38]([N:40]1[CH2:45][CH2:44][CH:43]([N:46]([CH:47]2[CH2:48][CH2:49]2)[C:15](=[O:17])[C:14]2[CH:18]=[CH:19][C:20]([C:21]3[O:25][CH:24]=[N:23][CH:22]=3)=[C:12]([N+:9]([O-:11])=[O:10])[CH:13]=2)[CH2:42][CH2:41]1)=[O:39])([CH3:36])([CH3:34])[CH3:35], predict the reactants needed to synthesize it. The reactants are: ClC(OCC(C)C)=O.[N+:9]([C:12]1[CH:13]=[C:14]([CH:18]=[CH:19][C:20]=1[C:21]1[O:25][CH:24]=[N:23][CH:22]=1)[C:15]([OH:17])=O)([O-:11])=[O:10].CN1CCOCC1.[C:33]([O:37][C:38]([N:40]1[CH2:45][CH2:44][CH:43]([NH:46][CH:47]2[CH2:49][CH2:48]2)[CH2:42][CH2:41]1)=[O:39])([CH3:36])([CH3:35])[CH3:34]. (3) Given the product [Cl:10][C:11]1[CH:36]=[CH:35][CH:34]=[CH:33][C:12]=1[CH2:13][C:14]1[C:21](=[O:22])[N:17]2[CH2:18][CH2:19][CH2:20][N:16]2[C:15]=1[C:23]1[CH:28]=[CH:27][N:26]=[C:25]([O:7][C:1]2[CH:6]=[CH:5][CH:4]=[CH:3][CH:2]=2)[N:24]=1, predict the reactants needed to synthesize it. The reactants are: [C:1]1([OH:7])[CH:6]=[CH:5][CH:4]=[CH:3][CH:2]=1.[H-].[Na+].[Cl:10][C:11]1[CH:36]=[CH:35][CH:34]=[CH:33][C:12]=1[CH2:13][C:14]1[C:21](=[O:22])[N:17]2[CH2:18][CH2:19][CH2:20][N:16]2[C:15]=1[C:23]1[CH:28]=[CH:27][N:26]=[C:25](S(C)(=O)=O)[N:24]=1. (4) Given the product [CH:1]([C@H:4]1[C:8]([C:15]2[CH:16]=[CH:17][CH:18]=[CH:19][CH:20]=2)([C:9]2[CH:14]=[CH:13][CH:12]=[CH:11][CH:10]=2)[O:7][C:6](=[O:21])[NH:5]1)([CH3:3])[CH3:2], predict the reactants needed to synthesize it. The reactants are: [CH:1]([C@H:4]1[C:8]([C:15]2[CH:20]=[CH:19][CH:18]=[CH:17][CH:16]=2)([C:9]2[CH:14]=[CH:13][CH:12]=[CH:11][CH:10]=2)[O:7][C:6](=[O:21])[N:5]1C(=O)C[C@@H](C1C=CC=CC=1C(F)(F)F)C[N+]([O-])=O)([CH3:3])[CH3:2].CO.C[O-].[Na+].Cl. (5) Given the product [NH:7]1[C:15]2[C:10](=[CH:11][CH:12]=[CH:13][CH:14]=2)[C:9]([CH2:16][CH2:17][NH:18][C:19]2[N:27]=[C:26]([C:28]3[CH:29]=[N:30][CH:31]=[C:32]([F:34])[CH:33]=3)[N:25]=[C:24]3[C:20]=2[N:21]=[CH:22][N:23]3[CH:35]([CH3:40])[CH2:36][OH:37])=[CH:8]1, predict the reactants needed to synthesize it. The reactants are: [H-].[Al+3].[Li+].[H-].[H-].[H-].[NH:7]1[C:15]2[C:10](=[CH:11][CH:12]=[CH:13][CH:14]=2)[C:9]([CH2:16][CH2:17][NH:18][C:19]2[N:27]=[C:26]([C:28]3[CH:29]=[N:30][CH:31]=[C:32]([F:34])[CH:33]=3)[N:25]=[C:24]3[C:20]=2[N:21]=[CH:22][N:23]3[CH:35]([CH3:40])[C:36](OC)=[O:37])=[CH:8]1.O. (6) The reactants are: C(N=C=NC(C)C)(C)C.[C:10]([O:14][C:15]([N:17]1[CH2:21][C:20](=[N:22][O:23][CH3:24])[CH2:19][C@H:18]1[C:25]([OH:27])=O)=[O:16])([CH3:13])([CH3:12])[CH3:11].[C:28](=[N:31]O)([NH2:30])[CH3:29]. Given the product [CH3:24][O:23][N:22]=[C:20]1[CH2:21][N:17]([C:15]([O:14][C:10]([CH3:11])([CH3:12])[CH3:13])=[O:16])[C@H:18]([C:25]2[O:27][N:31]=[C:28]([CH3:29])[N:30]=2)[CH2:19]1, predict the reactants needed to synthesize it. (7) The reactants are: [CH3:1][O:2][C:3]1[CH:4]=[C:5]([CH:11]=[CH:12][C:13]=1[O:14][CH2:15][CH:16]1[CH2:21][CH2:20][N:19]([CH3:22])[CH2:18][CH2:17]1)[C:6]([O:8][CH2:9][CH3:10])=[O:7].C(O)(C(F)(F)F)=O.[N+:30]([O-])([OH:32])=[O:31]. Given the product [CH3:1][O:2][C:3]1[CH:4]=[C:5]([C:11]([N+:30]([O-:32])=[O:31])=[CH:12][C:13]=1[O:14][CH2:15][CH:16]1[CH2:17][CH2:18][N:19]([CH3:22])[CH2:20][CH2:21]1)[C:6]([O:8][CH2:9][CH3:10])=[O:7], predict the reactants needed to synthesize it. (8) Given the product [C:43]([O:42][C@@H:38]1[C@@H:37]([O:46][C:47](=[O:48])[CH3:49])[C@@H:36]([O:50][C:51](=[O:52])[CH3:53])[C@@H:35]([CH2:34][O:33][C:31](=[O:32])[CH3:30])[O:40][C@H:39]1[O:29][C:22]1[C:21]([CH2:20][C:17]2[CH:16]=[CH:15][C:14]([O:13][CH2:12][CH2:11][C:9]([O:8][CH2:1][C:2]3[CH:7]=[CH:6][CH:5]=[CH:4][CH:3]=3)=[O:10])=[CH:19][CH:18]=2)=[C:25]([CH:26]([CH3:27])[CH3:28])[NH:24][N:23]=1)(=[O:44])[CH3:45], predict the reactants needed to synthesize it. The reactants are: [CH2:1]([O:8][C:9]([CH2:11][CH2:12][O:13][C:14]1[CH:19]=[CH:18][C:17]([CH2:20][C:21]2[C:22](=[O:29])[NH:23][NH:24][C:25]=2[CH:26]([CH3:28])[CH3:27])=[CH:16][CH:15]=1)=[O:10])[C:2]1[CH:7]=[CH:6][CH:5]=[CH:4][CH:3]=1.[CH3:30][C:31]([O:33][CH2:34][C@H:35]1[O:40][C@H:39](Br)[C@H:38]([O:42][C:43]([CH3:45])=[O:44])[C@@H:37]([O:46][C:47]([CH3:49])=[O:48])[C@H:36]1[O:50][C:51]([CH3:53])=[O:52])=[O:32].CC(OC[C@H]1O[C@H](Br)[C@H](OC(C)=O)[C@@H](OC(C)=O)[C@@H]1OC(C)=O)=O. (9) Given the product [CH3:26][O:27][C:28](=[O:29])[O:12][CH2:11][C:9]1[CH:8]=[C:7]([C:13]2[CH:18]=[CH:17][CH:16]=[C:15]([Cl:19])[CH:14]=2)[C:5]2[N:6]=[C:2]([NH2:1])[O:3][C:4]=2[CH:10]=1, predict the reactants needed to synthesize it. The reactants are: [NH2:1][C:2]1[O:3][C:4]2[CH:10]=[C:9]([CH2:11][OH:12])[CH:8]=[C:7]([C:13]3[CH:18]=[CH:17][CH:16]=[C:15]([Cl:19])[CH:14]=3)[C:5]=2[N:6]=1.N1C=CC=CC=1.[CH3:26][O:27][C:28](Cl)=[O:29].